Regression. Given a target protein amino acid sequence and a drug SMILES string, predict the binding affinity score between them. We predict pKi (pKi = -log10(Ki in M); higher means stronger inhibition). Dataset: bindingdb_ki. From a dataset of Drug-target binding data from BindingDB using Ki measurements. (1) The small molecule is CC(C)CN(C[C@@H](O)[C@H](Cc1ccc(OCc2ccccn2)cc1)NC(=O)O[C@H]1CO[C@H]2OCC[C@@H]12)S(=O)(=O)c1ccc2c(c1)OCO2. The target protein sequence is PQVTLWQRPLVTIKIGGQLKEALLDTGADDTVLEEMSLPGRWKPKMIGGVGGFIKVRQYDQILIEICGHKAIGTVLVGPTPVNIIGRNLLTQIGCTLNF. The pKi is 10.0. (2) The small molecule is COc1ccccc1N1CCN(CCCCN2C(=O)c3ccccc3C2=O)CC1. The target protein sequence is MALFTRSSSHPNTTDPLPCGADNTTESDLPHSHAYYALCYCVLILAIIFGNVLVCLAVLRERTLQTTTNYLVVSLAVADLLVAILVMPWVVYLEVTGGVWTFSRICCDIFVTMDVMMCTASILNLCAISIDRYTAVVKPVQYQYSTGQSSCRRVSLMIVIVWMLAFAVSCPLLFGFNTTGDPSVCSISNPSFVIYSSLVSFYLPFMVTLLLYVRIYLVLRQRQKKRTLTRQGSHSASTKPCYAHKEHMEKKALPNRCQGTSSPCLPLKCSDQETSTKRKLLTVFSLQRYRSFCHEATLTKAPGTAQHSRLEERRKSMKPGLEVRRLSNGRTMSSLKLAHQQPRLIQLRERKATQMLAIVLGAFIVCWLPFFLIHILNTHCPSCHVSPGLYSASTWLGYVNSALNPIIYTTFNTDFRKAFLKILCC. The pKi is 8.0. (3) The drug is CC(=N)N1CCC(Oc2ccc3nc(C)n(Cc4ccc5ccc(C(=N)N)cc5c4)c3c2)CC1. The target protein (P00760) has sequence MKTFIFLALLGAAVAFPVDDDDKIVGGYTCGANTVPYQVSLNSGYHFCGGSLINSQWVVSAAHCYKSGIQVRLGEDNINVVEGNEQFISASKSIVHPSYNSNTLNNDIMLIKLKSAASLNSRVASISLPTSCASAGTQCLISGWGNTKSSGTSYPDVLKCLKAPILSDSSCKSAYPGQITSNMFCAGYLEGGKDSCQGDSGGPVVCSGKLQGIVSWGSGCAQKNKPGVYTKVCNYVSWIKQTIASN. The pKi is 7.7. (4) The drug is NC(N)=Nc1nc2cc(Cl)c(O)cc2s1. The target protein (P35030) has sequence MCGPDDRCPARWPGPGRAVKCGKGLAAARPGRVERGGAQRGGAGLELHPLLGGRTWRAARDADGCEALGTVAVPFDDDDKIVGGYTCEENSLPYQVSLNSGSHFCGGSLISEQWVVSAAHCYKTRIQVRLGEHNIKVLEGNEQFINAAKIIRHPKYNRDTLDNDIMLIKLSSPAVINARVSTISLPTTPPAAGTECLISGWGNTLSFGADYPDELKCLDAPVLTQAECKASYPGKITNSMFCVGFLEGGKDSCQRDSGGPVVCNGQLQGVVSWGHGCAWKNRPGVYTKVYNYVDWIKDTIAANS. The pKi is 3.3. (5) The compound is O=C(O)C1=C[C@@H](O)[C@@H](O)[C@H](OCc2ccc3ccccc3c2)C1. The target protein (P56073) has sequence MQHLVLIGFMGSGKSSLAQELGLALKLEVLDTDMIISERVGLSVREIFEELGEDNFRMFEKNLIDELKTLKTPHVISTGGGIVMHENLKGLGTTFYLKMDFETLIKRLNQKEREKRPLLNNLTQAKELFEKRQALYEKNASFIIDARGGLNNSLKQVLQFIA. The pKi is 5.7.